Dataset: Reaction yield outcomes from USPTO patents with 853,638 reactions. Task: Predict the reaction yield, written as a fraction of the theoretical maximum amount of product (1.0 means a 100% yield; for example, 0.34 means a 34% yield). (1) The reactants are [NH2:1][C:2]1[CH:3]=[N:4][N:5]([CH3:25])[C:6]=1[C:7]1[CH:12]=[C:11]([C@@H:13]([NH:17][C:18](=[O:24])[O:19][C:20]([CH3:23])([CH3:22])[CH3:21])[CH2:14][CH:15]=[CH2:16])[CH:10]=[CH:9][N:8]=1.[CH3:26][C@H:27]([CH:31]=[CH2:32])[C:28](O)=[O:29].N1C=CC=CC=1.C(P1(=O)OP(CCC)(=O)OP(CCC)(=O)O1)CC. The catalyst is CCOC(C)=O. The product is [CH3:25][N:5]1[C:6]([C:7]2[CH:12]=[C:11]([C@@H:13]([NH:17][C:18](=[O:24])[O:19][C:20]([CH3:21])([CH3:23])[CH3:22])[CH2:14][CH:15]=[CH2:16])[CH:10]=[CH:9][N:8]=2)=[C:2]([NH:1][C:28](=[O:29])[C@H:27]([CH3:26])[CH:31]=[CH2:32])[CH:3]=[N:4]1. The yield is 0.470. (2) The reactants are [Cl:1][C:2]1[CH:32]=[CH:31][C:5]([C:6]([NH:8][C:9]2[CH:30]=[CH:29][C:12]([CH2:13][N:14]3[C:22]4[C:17](=[CH:18][CH:19]=[CH:20][CH:21]=4)[C:16]([CH2:23][C:24]([O:26]CC)=[O:25])=[N:15]3)=[CH:11][CH:10]=2)=[O:7])=[CH:4][CH:3]=1.O.[OH-].[Li+].O.Cl. The catalyst is O1CCCC1. The product is [Cl:1][C:2]1[CH:3]=[CH:4][C:5]([C:6]([NH:8][C:9]2[CH:30]=[CH:29][C:12]([CH2:13][N:14]3[C:22]4[C:17](=[CH:18][CH:19]=[CH:20][CH:21]=4)[C:16]([CH2:23][C:24]([OH:26])=[O:25])=[N:15]3)=[CH:11][CH:10]=2)=[O:7])=[CH:31][CH:32]=1. The yield is 0.966. (3) The reactants are [CH:1]1([C:4](Cl)=[O:5])[CH2:3][CH2:2]1.CCN(C(C)C)C(C)C.[CH3:16][C:17]1[C:22]([O:23][C:24]2[CH:29]=[CH:28][N:27]=[C:26]([NH:30][C:31]3[CH:36]=[CH:35][CH:34]=[C:33]([CH2:37][N:38]4[CH2:43][CH2:42][NH:41][CH2:40][CH2:39]4)[CH:32]=3)[CH:25]=2)=[CH:21][CH:20]=[C:19]([CH3:44])[N:18]=1. The catalyst is C(Cl)Cl. The product is [CH:1]1([C:4]([N:41]2[CH2:42][CH2:43][N:38]([CH2:37][C:33]3[CH:32]=[C:31]([NH:30][C:26]4[CH:25]=[C:24]([O:23][C:22]5[C:17]([CH3:16])=[N:18][C:19]([CH3:44])=[CH:20][CH:21]=5)[CH:29]=[CH:28][N:27]=4)[CH:36]=[CH:35][CH:34]=3)[CH2:39][CH2:40]2)=[O:5])[CH2:3][CH2:2]1. The yield is 0.539. (4) The reactants are [CH:1](=[O:9])[C:2]1[C:3](=[CH:5][CH:6]=[CH:7][CH:8]=1)[OH:4].[CH:10]1(Br)[CH2:14][CH2:13][CH2:12][CH2:11]1.[H-].[Na+].[BH4-].[Na+]. The catalyst is CN(C=O)C.CO.O. The product is [CH:10]1([O:4][C:3]2[CH:5]=[CH:6][CH:7]=[CH:8][C:2]=2[CH2:1][OH:9])[CH2:14][CH2:13][CH2:12][CH2:11]1. The yield is 0.250. (5) The reactants are [Br:1][C:2]1[CH:3]=[C:4]([CH:8]=[CH:9][C:10]=1[CH3:11])[C:5]([OH:7])=O.C(Cl)CCl.C1C=CC2N(O)N=NC=2C=1.[F:26][C:27]([F:36])([F:35])[C:28]1[CH:29]=[C:30]([CH:32]=[CH:33][CH:34]=1)[NH2:31]. The catalyst is CN(C=O)C. The product is [Br:1][C:2]1[CH:3]=[C:4]([CH:8]=[CH:9][C:10]=1[CH3:11])[C:5]([NH:31][C:30]1[CH:32]=[CH:33][CH:34]=[C:28]([C:27]([F:26])([F:35])[F:36])[CH:29]=1)=[O:7]. The yield is 0.830. (6) The reactants are C(=O)([O-])[O-].[Na+].[Na+].[I:7][C:8]1[CH:9]=[C:10]2[C:14](=[CH:15][CH:16]=1)[N:13]([C:17]1[CH:18]=[C:19]([CH:23]=[CH:24][CH:25]=1)[C:20]([OH:22])=[O:21])[N:12]=[CH:11]2.Br[CH2:27][CH:28]([CH3:30])[CH3:29]. The catalyst is CN1C(=O)CCC1. The product is [I:7][C:8]1[CH:9]=[C:10]2[C:14](=[CH:15][CH:16]=1)[N:13]([C:17]1[CH:18]=[C:19]([CH:23]=[CH:24][CH:25]=1)[C:20]([O:22][CH2:27][CH:28]([CH3:30])[CH3:29])=[O:21])[N:12]=[CH:11]2. The yield is 0.990. (7) The reactants are [CH3:1][CH:2]1[NH:7][C:6](=[O:8])[C:5]2[O:9][C:10]([CH2:12][O:13][C:14]3[CH:19]=[CH:18][CH:17]=[CH:16][CH:15]=3)=[N:11][C:4]=2[CH2:3]1.I[C:21]1[CH:26]=[CH:25][C:24]([F:27])=[CH:23][CH:22]=1.CN(C)CCN.[O-]P([O-])([O-])=O.[K+].[K+].[K+]. The catalyst is O1CCOCC1.[Cu]I. The product is [F:27][C:24]1[CH:25]=[CH:26][C:21]([N:7]2[CH:2]([CH3:1])[CH2:3][C:4]3[N:11]=[C:10]([CH2:12][O:13][C:14]4[CH:19]=[CH:18][CH:17]=[CH:16][CH:15]=4)[O:9][C:5]=3[C:6]2=[O:8])=[CH:22][CH:23]=1. The yield is 0.280.